From a dataset of Reaction yield outcomes from USPTO patents with 853,638 reactions. Predict the reaction yield, written as a fraction of the theoretical maximum amount of product (1.0 means a 100% yield; for example, 0.34 means a 34% yield). (1) The reactants are [C:1]([NH2:5])([CH3:4])([CH3:3])[CH3:2].[Br:6][C:7]1[C:16]2[CH2:15][CH2:14][CH2:13][CH2:12][C:11]=2[C:10]([S:17](Cl)(=[O:19])=[O:18])=[CH:9][CH:8]=1.O. The catalyst is O1CCCC1. The product is [Br:6][C:7]1[C:16]2[CH2:15][CH2:14][CH2:13][CH2:12][C:11]=2[C:10]([S:17]([NH:5][C:1]([CH3:4])([CH3:3])[CH3:2])(=[O:19])=[O:18])=[CH:9][CH:8]=1. The yield is 0.174. (2) The reactants are I[C:2]1[CH:7]=[CH:6][CH:5]=[CH:4][C:3]=1[Br:8].[CH3:9][CH:10]([CH3:14])[CH2:11][CH2:12][Zn]. The catalyst is C(=CC(C=CC1C=CC=CC=1)=O)C1C=CC=CC=1.[Pd]. The product is [Br:8][C:3]1[CH:4]=[CH:5][CH:6]=[CH:7][C:2]=1[CH2:12][CH2:11][CH:10]([CH3:14])[CH3:9]. The yield is 0.750. (3) The reactants are [Br:1][C:2]1[CH:21]=[CH:20][C:5]2[C:6]([CH3:19])=[C:7]([C:9]([C:11]3[CH:16]=[CH:15][C:14]([Cl:17])=[CH:13][C:12]=3[Cl:18])=[O:10])[O:8][C:4]=2[CH:3]=1.[Br:22]N1C(=O)CCC1=O.N(C(C)(C)C#N)=NC(C)(C)C#N. The catalyst is C(Cl)(Cl)(Cl)Cl. The product is [Br:1][C:2]1[CH:21]=[CH:20][C:5]2[C:6]([CH2:19][Br:22])=[C:7]([C:9]([C:11]3[CH:16]=[CH:15][C:14]([Cl:17])=[CH:13][C:12]=3[Cl:18])=[O:10])[O:8][C:4]=2[CH:3]=1. The yield is 0.789. (4) The reactants are [C:1]([C:5]1[O:9][N:8]=[C:7]([NH:10][C:11]([NH:13][C:14]2[CH:19]=[CH:18][CH:17]=[C:16]([O:20][C:21]3[C:30]4[C:25](=[CH:26][C:27]([O:36][CH3:37])=[C:28]([O:31][CH2:32][CH2:33][CH2:34]Cl)[CH:29]=4)[N:24]=[CH:23][N:22]=3)[CH:15]=2)=[O:12])[CH:6]=1)([CH3:4])([CH3:3])[CH3:2].[NH:38]1[CH2:43][CH2:42][S:41](=[O:45])(=[O:44])[CH2:40][CH2:39]1.CCN(C(C)C)C(C)C.O. The catalyst is [I-].C([N+](CCCC)(CCCC)CCCC)CCC.CN(C=O)C. The product is [C:1]([C:5]1[O:9][N:8]=[C:7]([NH:10][C:11]([NH:13][C:14]2[CH:19]=[CH:18][CH:17]=[C:16]([O:20][C:21]3[C:30]4[C:25](=[CH:26][C:27]([O:36][CH3:37])=[C:28]([O:31][CH2:32][CH2:33][CH2:34][N:38]5[CH2:43][CH2:42][S:41](=[O:45])(=[O:44])[CH2:40][CH2:39]5)[CH:29]=4)[N:24]=[CH:23][N:22]=3)[CH:15]=2)=[O:12])[CH:6]=1)([CH3:4])([CH3:3])[CH3:2]. The yield is 0.200.